This data is from Full USPTO retrosynthesis dataset with 1.9M reactions from patents (1976-2016). The task is: Predict the reactants needed to synthesize the given product. Given the product [CH3:10][C:8]1[CH:9]=[C:5]([C:3]([NH:13][C:14]2[CH:19]=[CH:18][CH:17]=[CH:16][C:15]=2[CH3:20])=[O:4])[NH:6][CH:7]=1, predict the reactants needed to synthesize it. The reactants are: ClC(Cl)(Cl)[C:3]([C:5]1[NH:6][CH:7]=[C:8]([CH3:10])[CH:9]=1)=[O:4].[NH2:13][C:14]1[C:15]([CH3:20])=[CH:16][CH:17]=[CH:18][CH:19]=1.C(N(CC)CC)C.